This data is from Reaction yield outcomes from USPTO patents with 853,638 reactions. The task is: Predict the reaction yield, written as a fraction of the theoretical maximum amount of product (1.0 means a 100% yield; for example, 0.34 means a 34% yield). (1) The reactants are [S:1]1[CH:5]=[CH:4][C:3]2[C:6]([O:10][Si](C(C)(C)C)(C)C)=[CH:7][CH:8]=[CH:9][C:2]1=2.C(OB(OC(C)C)OC(C)C)(C)C.C([N-]C(C)C)(C)C.[Li+].[Cl:39][C:40]1[N:45]=[C:44](Cl)[C:43]([CH3:47])=[CH:42][N:41]=1.C([O-])([O-])=O.[Na+].[Na+]. The catalyst is C1COCC1.CCCCCCC.C1COCC1.C(C1C=CC=CC=1)C.ClCCl.C1(P(C2C=CC=CC=2)[C-]2C=CC=C2)C=CC=CC=1.[C-]1(P(C2C=CC=CC=2)C2C=CC=CC=2)C=CC=C1.[Fe+2].C([O-])(=O)C.[Pd+2].C([O-])(=O)C. The product is [Cl:39][C:40]1[N:45]=[C:44]([C:5]2[S:1][C:2]3[CH:9]=[CH:8][CH:7]=[C:6]([OH:10])[C:3]=3[CH:4]=2)[C:43]([CH3:47])=[CH:42][N:41]=1. The yield is 0.120. (2) The reactants are [CH3:1][C:2]1[O:6][C:5]([C:7]2[CH:16]=[CH:15][C:10]([C:11]([O:13][CH3:14])=[O:12])=[CH:9][CH:8]=2)=[N:4][C:3]=1[CH2:17][SH:18].C(=O)([O-])[O-].[Cs+].[Cs+].I[C@H:26]1[CH2:30][CH2:29][C@H:28]([NH:31][C:32](=[O:38])[O:33][C:34]([CH3:37])([CH3:36])[CH3:35])[CH2:27]1. The catalyst is CN(C)C=O. The product is [C:34]([O:33][C:32]([NH:31][C@H:28]1[CH2:29][CH2:30][C@@H:26]([S:18][CH2:17][C:3]2[N:4]=[C:5]([C:7]3[CH:8]=[CH:9][C:10]([C:11]([O:13][CH3:14])=[O:12])=[CH:15][CH:16]=3)[O:6][C:2]=2[CH3:1])[CH2:27]1)=[O:38])([CH3:37])([CH3:35])[CH3:36]. The yield is 0.910. (3) The yield is 0.540. The reactants are [CH3:1][C:2]1[CH:3]=[CH:4][CH:5]=[C:6]2[C:11]=1[C:10](=[O:12])[N:9]([C:13]1[CH:18]=[CH:17][CH:16]=[CH:15][C:14]=1[CH3:19])[C:8]([CH:20]([NH:22][C:23]1[N:31]=[CH:30][N:29]=[C:28]3[C:24]=1[N:25]=[CH:26][N:27]3C1CCCCO1)[CH3:21])=[CH:7]2.C([O-])(O)=O.[Na+]. The product is [N:31]1[C:23]([NH:22][CH:20]([C:8]2[N:9]([C:13]3[CH:18]=[CH:17][CH:16]=[CH:15][C:14]=3[CH3:19])[C:10](=[O:12])[C:11]3[C:6]([CH:7]=2)=[CH:5][CH:4]=[CH:3][C:2]=3[CH3:1])[CH3:21])=[C:24]2[C:28]([NH:27][CH:26]=[N:25]2)=[N:29][CH:30]=1. No catalyst specified. (4) The reactants are [CH3:1][O:2][C:3]1[C:8]2[N:9]=[C:10]([C:12]([OH:14])=O)[S:11][C:7]=2[C:6]([N:15]2[CH2:20][CH2:19][O:18][CH2:17][CH2:16]2)=[CH:5][CH:4]=1.C(N1C=CN=C1)(N1C=CN=C1)=O.Cl.[NH2:34][CH2:35][C:36]([C:38]1[CH:43]=[CH:42][CH:41]=[CH:40][CH:39]=1)=[O:37].C(N(CC)CC)C. The catalyst is CN(C=O)C.O. The product is [O:37]=[C:36]([C:38]1[CH:43]=[CH:42][CH:41]=[CH:40][CH:39]=1)[CH2:35][NH:34][C:12]([C:10]1[S:11][C:7]2[C:6]([N:15]3[CH2:20][CH2:19][O:18][CH2:17][CH2:16]3)=[CH:5][CH:4]=[C:3]([O:2][CH3:1])[C:8]=2[N:9]=1)=[O:14]. The yield is 0.640.